Dataset: Merck oncology drug combination screen with 23,052 pairs across 39 cell lines. Task: Regression. Given two drug SMILES strings and cell line genomic features, predict the synergy score measuring deviation from expected non-interaction effect. Drug 1: CCN(CC)CCNC(=O)c1c(C)[nH]c(C=C2C(=O)Nc3ccc(F)cc32)c1C. Drug 2: NC1(c2ccc(-c3nc4ccn5c(=O)[nH]nc5c4cc3-c3ccccc3)cc2)CCC1. Cell line: CAOV3. Synergy scores: synergy=0.819.